Task: Predict the reactants needed to synthesize the given product.. Dataset: Full USPTO retrosynthesis dataset with 1.9M reactions from patents (1976-2016) (1) Given the product [CH3:1][O:2][C:3]([C:5]1[CH:6]=[C:7]([CH2:11][O:12][CH2:13][C@@H:14]([C:16]([NH2:18])=[O:17])[NH2:15])[CH:8]=[CH:9][CH:10]=1)=[O:4].[ClH:26], predict the reactants needed to synthesize it. The reactants are: [CH3:1][O:2][C:3]([C:5]1[CH:6]=[C:7]([CH2:11][O:12][CH2:13][C@@H:14]([C:16]([NH:18]C(OC(C)(C)C)=O)=[O:17])[NH2:15])[CH:8]=[CH:9][CH:10]=1)=[O:4].[ClH:26]. (2) Given the product [Cl:1][C:2]1[CH:3]=[CH:4][C:5]([O:25][CH2:33][CH2:34][C:35]2[CH:40]=[CH:39][CH:38]=[CH:37][CH:36]=2)=[C:6]([CH2:8][N:9]2[CH:13]=[CH:12][C:11]([C:14]([NH:16][C:17]3[C:18]([F:24])=[CH:19][CH:20]=[CH:21][C:22]=3[F:23])=[O:15])=[N:10]2)[CH:7]=1, predict the reactants needed to synthesize it. The reactants are: [Cl:1][C:2]1[CH:3]=[CH:4][C:5]([OH:25])=[C:6]([CH2:8][N:9]2[CH:13]=[CH:12][C:11]([C:14]([NH:16][C:17]3[C:22]([F:23])=[CH:21][CH:20]=[CH:19][C:18]=3[F:24])=[O:15])=[N:10]2)[CH:7]=1.C(=O)([O-])[O-].[K+].[K+].Br[CH2:33][CH2:34][C:35]1[CH:40]=[CH:39][CH:38]=[CH:37][CH:36]=1. (3) Given the product [Cl:1][CH:2]([CH3:6])[C:3]([NH:31][C:9]1[C:8]([Cl:7])=[CH:17][CH:16]=[C:15]2[C:10]=1[CH:11]=[CH:12][C:13]([N:18]1[CH2:22][CH2:21][C@@H:20]([O:23][Si:24]([C:27]([CH3:30])([CH3:29])[CH3:28])([CH3:25])[CH3:26])[CH2:19]1)=[N:14]2)=[O:4], predict the reactants needed to synthesize it. The reactants are: [Cl:1][CH:2]([CH3:6])[C:3](Cl)=[O:4].[Cl:7][C:8]1[CH:17]=[CH:16][C:15]2[N:14]=[C:13]([N:18]3[CH2:22][CH2:21][CH:20]([O:23][Si:24]([C:27]([CH3:30])([CH3:29])[CH3:28])([CH3:26])[CH3:25])[CH2:19]3)[CH:12]=[CH:11][C:10]=2[C:9]=1[NH2:31].C(N(CC)CC)C.O.